Dataset: Full USPTO retrosynthesis dataset with 1.9M reactions from patents (1976-2016). Task: Predict the reactants needed to synthesize the given product. (1) The reactants are: Cl[C:2]1[CH:7]=[C:6]([C:8]2[CH:13]=[CH:12][CH:11]=[CH:10][N:9]=2)[N:5]=[C:4]([C:14]2[CH:19]=[CH:18][CH:17]=[CH:16][N:15]=2)[N:3]=1.[CH3:20][O:21][C:22]1[CH:28]=[CH:27][C:26]([O:29][CH3:30])=[CH:25][C:23]=1[NH2:24]. Given the product [CH3:20][O:21][C:22]1[CH:28]=[CH:27][C:26]([O:29][CH3:30])=[CH:25][C:23]=1[NH:24][C:2]1[CH:7]=[C:6]([C:8]2[CH:13]=[CH:12][CH:11]=[CH:10][N:9]=2)[N:5]=[C:4]([C:14]2[CH:19]=[CH:18][CH:17]=[CH:16][N:15]=2)[N:3]=1, predict the reactants needed to synthesize it. (2) The reactants are: [Li+].C[Si]([N-][Si](C)(C)C)(C)C.[NH2:11][C:12]1[CH:20]=[C:19]2[C:15]([C:16]([C:40]3[CH:45]=[CH:44]N=[C:42]([CH3:46])[CH:41]=3)=[N:17][N:18]2[C:21]([C:34]2[CH:39]=[CH:38][CH:37]=[CH:36][CH:35]=2)([C:28]2[CH:33]=[CH:32][CH:31]=[CH:30][CH:29]=2)[C:22]2[CH:27]=[CH:26][CH:25]=[CH:24][CH:23]=2)=[CH:14][C:13]=1[CH2:47][CH2:48][CH2:49][C:50](OCC)=[O:51].[NH4+:55].[Cl-]. Given the product [CH3:46][C:42]1[CH:41]=[C:40]([C:16]2[C:15]3[C:19](=[CH:20][C:12]4[NH:11][C:50](=[O:51])[CH2:49][CH2:48][CH2:47][C:13]=4[CH:14]=3)[N:18]([C:21]([C:22]3[CH:27]=[CH:26][CH:25]=[CH:24][CH:23]=3)([C:28]3[CH:29]=[CH:30][CH:31]=[CH:32][CH:33]=3)[C:34]3[CH:35]=[CH:36][CH:37]=[CH:38][CH:39]=3)[N:17]=2)[CH:45]=[CH:44][N:55]=1, predict the reactants needed to synthesize it. (3) Given the product [F:15][C:16]1[CH:26]=[CH:25][CH:24]=[CH:23][C:17]=1[CH:18]=[CH:19][C:20]([NH:1][C@H:2]([C:5]1[CH:14]=[CH:13][C:12]2[C:7](=[CH:8][CH:9]=[CH:10][CH:11]=2)[CH:6]=1)[CH2:3][OH:4])=[O:21], predict the reactants needed to synthesize it. The reactants are: [NH2:1][C@H:2]([C:5]1[CH:14]=[CH:13][C:12]2[C:7](=[CH:8][CH:9]=[CH:10][CH:11]=2)[CH:6]=1)[CH2:3][OH:4].[F:15][C:16]1[CH:26]=[CH:25][CH:24]=[CH:23][C:17]=1[CH:18]=[CH:19][C:20](O)=[O:21].CCN=C=NCCCN(C)C.Cl.C(N(CC)CC)C. (4) Given the product [CH3:19][Si:20]([CH3:29])([CH3:28])[CH2:21][CH2:22][O:23][C:24](=[O:25])[NH:26][N:27]1[C:7]([C:3]2[CH:2]=[N:1][CH:6]=[CH:5][CH:4]=2)=[CH:8][CH:9]=[C:10]1[C:12]1[CH:13]=[N:14][CH:15]=[CH:16][CH:17]=1, predict the reactants needed to synthesize it. The reactants are: [N:1]1[CH:6]=[CH:5][CH:4]=[C:3]([C:7](=O)[CH2:8][CH2:9][C:10]([C:12]2[CH:13]=[N:14][CH:15]=[CH:16][CH:17]=2)=O)[CH:2]=1.[CH3:19][Si:20]([CH3:29])([CH3:28])[CH2:21][CH2:22][O:23][C:24]([NH:26][NH2:27])=[O:25].C1(C)C=CC(S(O)(=O)=O)=CC=1.O. (5) Given the product [Cl:22][C:23]1[N:24]=[C:25]([O:1][C:2]2[C:11]3[C:6](=[CH:7][CH:8]=[CH:9][CH:10]=3)[C:5]([NH:12][C:13](=[O:15])[CH3:14])=[CH:4][CH:3]=2)[CH:26]=[N:27][CH:28]=1, predict the reactants needed to synthesize it. The reactants are: [OH:1][C:2]1[C:11]2[C:6](=[CH:7][CH:8]=[CH:9][CH:10]=2)[C:5]([NH:12][C:13](=[O:15])[CH3:14])=[CH:4][CH:3]=1.CC(C)([O-])C.[K+].[Cl:22][C:23]1[CH:28]=[N:27][CH:26]=[C:25](Cl)[N:24]=1. (6) Given the product [NH4+:5].[OH-:18].[CH2:20]([O:19][C:17]([C:16]1[N:12]=[C:11]([C:9]2[S:10][C:3]3[C:4](=[N:5][CH:6]=[CH:7][C:2]=3[Cl:1])[CH:8]=2)[S:13][CH:15]=1)=[O:18])[CH3:21], predict the reactants needed to synthesize it. The reactants are: [Cl:1][C:2]1[CH:7]=[CH:6][N:5]=[C:4]2[CH:8]=[C:9]([C:11](=[S:13])[NH2:12])[S:10][C:3]=12.Br[CH2:15][C:16](=O)[C:17]([O:19][CH2:20][CH3:21])=[O:18].FC(F)(F)C(OC(=O)C(F)(F)F)=O.[NH4+].[OH-]. (7) Given the product [Cl:32][C:20]1[C:21]([C:23]2[C:31]3[C:26](=[CH:27][CH:28]=[CH:29][CH:30]=3)[NH:25][CH:24]=2)=[N:22][C:17]([NH:16][C:13]23[CH2:14][C:9]([NH:8][C:6](=[O:7])[C:5]4[CH:33]=[CH:34][C:2]([NH:1][C:48](=[O:49])/[CH:47]=[CH:43]/[CH2:41][N:37]([CH3:36])[CH3:38])=[CH:3][CH:4]=4)([CH2:15]2)[CH2:10][CH2:11][CH2:12]3)=[N:18][CH:19]=1, predict the reactants needed to synthesize it. The reactants are: [NH2:1][C:2]1[CH:34]=[CH:33][C:5]([C:6]([NH:8][C:9]23[CH2:15][C:13]([NH:16][C:17]4[N:22]=[C:21]([C:23]5[C:31]6[C:26](=[CH:27][CH:28]=[CH:29][CH:30]=6)[NH:25][CH:24]=5)[C:20]([Cl:32])=[CH:19][N:18]=4)([CH2:14]2)[CH2:12][CH2:11][CH2:10]3)=[O:7])=[CH:4][CH:3]=1.C[CH2:36][N:37]([CH:41]([CH3:43])C)[CH:38](C)C.BrC/C=[CH:47]/[C:48](Cl)=[O:49].C(Cl)Cl.CNC.C1COCC1. (8) Given the product [Cl:11][C:12]1[N:17]=[C:16]([NH:1][C@H:2]2[CH2:7][CH2:6][CH2:5][CH2:4][C@H:3]2[C:8]([NH2:10])=[O:9])[C:15]([Cl:19])=[CH:14][N:13]=1, predict the reactants needed to synthesize it. The reactants are: [NH2:1][C@H:2]1[CH2:7][CH2:6][CH2:5][CH2:4][C@H:3]1[C:8]([NH2:10])=[O:9].[Cl:11][C:12]1[N:17]=[C:16](Cl)[C:15]([Cl:19])=[CH:14][N:13]=1.C([O-])(O)=O.[Na+].